From a dataset of Peptide-MHC class I binding affinity with 185,985 pairs from IEDB/IMGT. Regression. Given a peptide amino acid sequence and an MHC pseudo amino acid sequence, predict their binding affinity value. This is MHC class I binding data. The peptide sequence is ARYSNFAWY. The MHC is HLA-B15:09 with pseudo-sequence HLA-B15:09. The binding affinity (normalized) is 0.0847.